This data is from Reaction yield outcomes from USPTO patents with 853,638 reactions. The task is: Predict the reaction yield, written as a fraction of the theoretical maximum amount of product (1.0 means a 100% yield; for example, 0.34 means a 34% yield). The reactants are [CH3:1][O:2][C:3](=[O:14])[CH2:4][CH2:5][C:6]1[CH:11]=[CH:10][C:9]([OH:12])=[CH:8][C:7]=1[CH3:13].[Br:15][C:16]1[CH:21]=[CH:20][C:19]([C:22]2[O:23][C:24]([CH:30](O)[CH3:31])=[C:25]([CH:27]([CH3:29])[CH3:28])[N:26]=2)=[CH:18][CH:17]=1.C(P(CCCC)CCCC)CCC.N(C(N1CCCCC1)=O)=NC(N1CCCCC1)=O. The catalyst is C1(C)C=CC=CC=1. The product is [CH3:1][O:2][C:3](=[O:14])[CH2:4][CH2:5][C:6]1[CH:11]=[CH:10][C:9]([O:12][CH:30]([C:24]2[O:23][C:22]([C:19]3[CH:20]=[CH:21][C:16]([Br:15])=[CH:17][CH:18]=3)=[N:26][C:25]=2[CH:27]([CH3:28])[CH3:29])[CH3:31])=[CH:8][C:7]=1[CH3:13]. The yield is 0.790.